This data is from Catalyst prediction with 721,799 reactions and 888 catalyst types from USPTO. The task is: Predict which catalyst facilitates the given reaction. (1) Reactant: [Cl:1][C:2]1[CH:7]=[C:6]([O:8][CH3:9])[CH:5]=[CH:4][C:3]=1[C:10]1[N:11](S(C(F)(F)F)(=O)=O)[C:12]2[C:17]([CH:18]=1)=[CH:16][C:15]([C:19]1[CH:26]=[CH:25][C:22]([C:23]#[N:24])=[CH:21][C:20]=1[CH3:27])=[CH:14][CH:13]=2.C([O-])([O-])=O.[K+].[K+]. Product: [Cl:1][C:2]1[CH:7]=[C:6]([O:8][CH3:9])[CH:5]=[CH:4][C:3]=1[C:10]1[NH:11][C:12]2[C:17]([CH:18]=1)=[CH:16][C:15]([C:19]1[CH:26]=[CH:25][C:22]([C:23]#[N:24])=[CH:21][C:20]=1[CH3:27])=[CH:14][CH:13]=2. The catalyst class is: 36. (2) Reactant: [C:1]([O:5][C:6]([N:8]1[CH2:13][C@@H:12]([CH3:14])[N:11]([C:15]2[CH:16]=[C:17]3[C:26](=[CH:27][C:28]=2Br)[O:25][CH2:24][C:23]2[N:18]3[CH:19]([CH3:39])[C:20](=[O:38])[N:21]([CH2:30][O:31][CH2:32][CH2:33][Si:34]([CH3:37])([CH3:36])[CH3:35])[N:22]=2)[CH2:10][C@@H:9]1[CH3:40])=[O:7])([CH3:4])([CH3:3])[CH3:2].[F:41][C:42]1[CH:47]=[CH:46][CH:45]=[CH:44][C:43]=1B(O)O.C([O-])([O-])=O.[K+].[K+]. Product: [C:1]([O:5][C:6]([N:8]1[CH2:13][C@@H:12]([CH3:14])[N:11]([C:15]2[CH:16]=[C:17]3[C:26](=[CH:27][C:28]=2[C:43]2[CH:44]=[CH:45][CH:46]=[CH:47][C:42]=2[F:41])[O:25][CH2:24][C:23]2[N:18]3[CH:19]([CH3:39])[C:20](=[O:38])[N:21]([CH2:30][O:31][CH2:32][CH2:33][Si:34]([CH3:37])([CH3:36])[CH3:35])[N:22]=2)[CH2:10][C@@H:9]1[CH3:40])=[O:7])([CH3:4])([CH3:3])[CH3:2]. The catalyst class is: 669. (3) Reactant: [NH2:1][C:2]1[N:7]=[CH:6][N:5]=[C:4]2[N:8]([CH2:32][CH2:33][N:34]3[CH2:39][CH2:38][N:37]([CH3:40])[CH2:36][CH2:35]3)[N:9]=[C:10]([C:11]3[CH:16]=[CH:15][C:14]([NH:17][C:18]([C:20]4[N:21]([CH3:29])[C:22]5[C:27]([CH:28]=4)=[CH:26][CH:25]=[CH:24][CH:23]=5)=[O:19])=[C:13]([O:30][CH3:31])[CH:12]=3)[C:3]=12.[C:41]([OH:48])(=[O:47])/[CH:42]=[CH:43]\[C:44]([OH:46])=[O:45]. Product: [C:41]([OH:48])(=[O:47])/[CH:42]=[CH:43]\[C:44]([OH:46])=[O:45].[C:41]([OH:48])(=[O:47])/[CH:42]=[CH:43]\[C:44]([OH:46])=[O:45].[C:41]([OH:48])(=[O:47])/[CH:42]=[CH:43]\[C:44]([OH:46])=[O:45].[NH2:1][C:2]1[N:7]=[CH:6][N:5]=[C:4]2[N:8]([CH2:32][CH2:33][N:34]3[CH2:35][CH2:36][N:37]([CH3:40])[CH2:38][CH2:39]3)[N:9]=[C:10]([C:11]3[CH:16]=[CH:15][C:14]([NH:17][C:18]([C:20]4[N:21]([CH3:29])[C:22]5[C:27]([CH:28]=4)=[CH:26][CH:25]=[CH:24][CH:23]=5)=[O:19])=[C:13]([O:30][CH3:31])[CH:12]=3)[C:3]=12. The catalyst class is: 13. (4) Reactant: [F:1][C:2]1[C:3]([OH:31])=[C:4]([CH:28]=[CH:29][CH:30]=1)[C:5]([NH:7]/[C:8](/[CH3:27])=[C:9](\[C:15]([NH:17][CH2:18][CH2:19][C:20]1[CH:25]=[CH:24][CH:23]=[C:22](F)[CH:21]=1)=[O:16])/[CH2:10][CH2:11][CH:12]([CH3:14])[CH3:13])=O.[OH-].[Na+].Cl. Product: [F:1][C:2]1[C:3]([OH:31])=[C:4]([C:5]2[N:17]([CH2:18][CH2:19][C:20]3[CH:25]=[CH:24][CH:23]=[CH:22][CH:21]=3)[C:15](=[O:16])[C:9]([CH2:10][CH2:11][CH:12]([CH3:14])[CH3:13])=[C:8]([CH3:27])[N:7]=2)[CH:28]=[CH:29][CH:30]=1. The catalyst class is: 8. (5) Reactant: [O:1]=[C:2]1[CH2:11][CH2:10][CH2:9][C:8]2[CH:7]=[C:6]([C:12]([OH:14])=[O:13])[CH:5]=[CH:4][C:3]1=2.[CH3:15]O. Product: [O:1]=[C:2]1[CH2:11][CH2:10][CH2:9][C:8]2[CH:7]=[C:6]([C:12]([O:14][CH3:15])=[O:13])[CH:5]=[CH:4][C:3]1=2. The catalyst class is: 33. (6) Reactant: [CH3:1][O:2][C:3]1[N:11]=[CH:10][CH:9]=[CH:8][C:4]=1[C:5]([OH:7])=O.[CH3:12][NH:13][O:14][CH3:15].CN(C(ON1N=NC2C=CC=NC1=2)=[N+](C)C)C.F[P-](F)(F)(F)(F)F.CCN(C(C)C)C(C)C. Product: [CH3:15][O:14][N:13]([CH3:12])[C:5](=[O:7])[C:4]1[CH:8]=[CH:9][CH:10]=[N:11][C:3]=1[O:2][CH3:1]. The catalyst class is: 4. (7) Reactant: [CH:1]12[CH2:7][CH:4]([CH2:5][CH2:6]1)[CH:3]=[CH:2]2.[CH2:8]([O:12][CH3:13])[CH:9]1[O:11][CH2:10]1.[CH2:14]1[CH2:18]O[CH2:16][CH2:15]1. Product: [CH2:18]([C:1]12[CH2:7][CH:4]([CH2:5][CH2:6]1)[CH:3]=[CH:2]2)[CH2:14][CH2:15][CH3:16].[CH:1]12[CH2:7][CH:4]([CH2:5][CH2:6]1)[CH:3]=[CH:2]2.[CH2:8]([O:12][CH3:13])[CH:9]1[O:11][CH2:10]1. The catalyst class is: 11.